From a dataset of Forward reaction prediction with 1.9M reactions from USPTO patents (1976-2016). Predict the product of the given reaction. (1) Given the reactants [CH:1]1([C:6]2[CH:11]=[CH:10][C:9]([CH2:12][O:13][C:14]3[CH:19]=[CH:18][C:17]([N+:20]([O-])=O)=[CH:16][CH:15]=3)=[CH:8][C:7]=2[C:23]([F:26])([F:25])[F:24])[CH2:5][CH2:4][CH2:3][CH2:2]1.[Cl-:27].[NH4+], predict the reaction product. The product is: [ClH:27].[CH:1]1([C:6]2[CH:11]=[CH:10][C:9]([CH2:12][O:13][C:14]3[CH:15]=[CH:16][C:17]([NH2:20])=[CH:18][CH:19]=3)=[CH:8][C:7]=2[C:23]([F:24])([F:25])[F:26])[CH2:2][CH2:3][CH2:4][CH2:5]1. (2) Given the reactants Br[C:2]1[CH:3]=[C:4]2[C:13](=[CH:14][CH:15]=1)[C:12](=[O:16])[C:11]1[CH2:10][CH2:9][CH:8]([CH2:17][CH3:18])[CH2:7][C:6]=1[S:5]2.[S:19]1[CH:23]=[CH:22][CH:21]=[C:20]1B(O)O.C(=O)([O-])[O-].[Na+].[Na+], predict the reaction product. The product is: [CH2:17]([CH:8]1[CH2:7][C:6]2[S:5][C:4]3[C:13](=[CH:14][CH:15]=[C:2]([C:20]4[S:19][CH:23]=[CH:22][CH:21]=4)[CH:3]=3)[C:12](=[O:16])[C:11]=2[CH2:10][CH2:9]1)[CH3:18]. (3) Given the reactants [NH:1]1[CH:5]=[CH:4][C:3]([C:6]([OH:8])=O)=[N:2]1.S(Cl)(Cl)=O.O[N:14]=[C:15]([C:17]1[N:18]=[N:19][N:20]([CH2:22][C:23]2[CH:28]=[C:27]([Cl:29])[C:26]([Cl:30])=[C:25]([Cl:31])[CH:24]=2)[CH:21]=1)[NH2:16].C(N(CC)CC)C.[H-].[Na+], predict the reaction product. The product is: [NH:2]1[C:3]([C:6]2[O:8][N:16]=[C:15]([C:17]3[N:18]=[N:19][N:20]([CH2:22][C:23]4[CH:24]=[C:25]([Cl:31])[C:26]([Cl:30])=[C:27]([Cl:29])[CH:28]=4)[CH:21]=3)[N:14]=2)=[CH:4][CH:5]=[N:1]1. (4) Given the reactants [Cl-].[NH4+].[CH:3]1([C:6]2[NH:10][N:9]=[C:8]([NH:11][C:12]3[C:17]([N+:18]([O-])=O)=[CH:16][C:15]([F:21])=[C:14]([NH:22][C@H:23]([C:25]4[CH:30]=[CH:29][C:28]([F:31])=[CH:27][CH:26]=4)[CH3:24])[C:13]=3[F:32])[CH:7]=2)[CH2:5][CH2:4]1.C([O-])(=O)C.[NH4+], predict the reaction product. The product is: [CH:3]1([C:6]2[NH:10][N:9]=[C:8]([NH:11][C:12]3[C:13]([F:32])=[C:14]([NH:22][C@H:23]([C:25]4[CH:26]=[CH:27][C:28]([F:31])=[CH:29][CH:30]=4)[CH3:24])[C:15]([F:21])=[CH:16][C:17]=3[NH2:18])[CH:7]=2)[CH2:5][CH2:4]1. (5) The product is: [CH3:1][N:2]([C:8]1[CH:13]=[CH:12][C:11]([N+:14]([O-:16])=[O:15])=[CH:10][CH:9]=1)[C@@H:3]1[CH2:7][CH2:6][N:5]([C:17](=[O:19])[CH3:18])[CH2:4]1. Given the reactants [CH3:1][N:2]([C:8]1[CH:13]=[CH:12][C:11]([N+:14]([O-:16])=[O:15])=[CH:10][CH:9]=1)[C@@H:3]1[CH2:7][CH2:6][NH:5][CH2:4]1.[C:17](Cl)(=[O:19])[CH3:18], predict the reaction product.